From a dataset of Catalyst prediction with 721,799 reactions and 888 catalyst types from USPTO. Predict which catalyst facilitates the given reaction. (1) Reactant: COC1C=C(OC)C=CC=1C[NH:6][S:7]([CH2:10][C:11]1[CH:12]=[C:13]([CH:17]=[CH:18][CH:19]=1)[C:14]([OH:16])=[O:15])(=[O:9])=[O:8].C([Li])CCC.[CH3:31][C:32]([CH3:34])=[O:33].FC(F)(F)C(O)=O. Product: [OH:33][C:32]([CH3:34])([CH3:31])[CH:10]([C:11]1[CH:12]=[C:13]([CH:17]=[CH:18][CH:19]=1)[C:14]([OH:16])=[O:15])[S:7](=[O:8])(=[O:9])[NH2:6]. The catalyst class is: 1. (2) Reactant: [NH:1]1[C:9]2[C:4](=[CH:5][C:6]([C:10]([C:14]3[CH:19]=[CH:18][CH:17]=[CH:16][CH:15]=3)=[CH:11][C:12]#[N:13])=[CH:7][CH:8]=2)[CH:3]=[CH:2]1.[BH4-].[Na+]. Product: [NH:1]1[C:2]2[C:7](=[C:6]([CH:10]([C:14]3[CH:15]=[CH:16][CH:17]=[CH:18][CH:19]=3)[CH2:11][C:12]#[N:13])[CH:5]=[CH:4][CH:3]=2)[CH:8]=[CH:9]1. The catalyst class is: 41. (3) Reactant: [CH3:1][C:2]1[CH:7]=[CH:6][C:5]([C@H:8]([CH:12]2[CH2:17][CH2:16][O:15][CH2:14][CH2:13]2)[C:9]([OH:11])=[O:10])=[CH:4][CH:3]=1.S(=O)(=O)(O)O.[CH2:23]=[C:24]([CH3:26])[CH3:25]. Product: [CH3:1][C:2]1[CH:3]=[CH:4][C:5]([C@H:8]([CH:12]2[CH2:13][CH2:14][O:15][CH2:16][CH2:17]2)[C:9]([O:11][C:24]([CH3:26])([CH3:25])[CH3:23])=[O:10])=[CH:6][CH:7]=1. The catalyst class is: 2.